This data is from Forward reaction prediction with 1.9M reactions from USPTO patents (1976-2016). The task is: Predict the product of the given reaction. (1) Given the reactants Cl[C:2]1[N:7]=[C:6]([CH3:8])[N:5]=[C:4]([N:9]([CH2:19][C:20]2[CH:25]=[CH:24][C:23]([O:26][CH3:27])=[CH:22][CH:21]=2)[CH2:10][C:11]2[CH:16]=[CH:15][C:14]([O:17][CH3:18])=[CH:13][CH:12]=2)[N:3]=1.[F:28][C:29]1[C:34](B(O)O)=[CH:33][C:32]([CH2:38][C:39]2[CH:44]=[CH:43][C:42]([S:45][CH3:46])=[CH:41][CH:40]=2)=[CH:31][N:30]=1.C([O-])(=O)C.[K+], predict the reaction product. The product is: [F:28][C:29]1[C:34]([C:2]2[N:7]=[C:6]([CH3:8])[N:5]=[C:4]([N:9]([CH2:19][C:20]3[CH:25]=[CH:24][C:23]([O:26][CH3:27])=[CH:22][CH:21]=3)[CH2:10][C:11]3[CH:16]=[CH:15][C:14]([O:17][CH3:18])=[CH:13][CH:12]=3)[N:3]=2)=[CH:33][C:32]([CH2:38][C:39]2[CH:44]=[CH:43][C:42]([S:45][CH3:46])=[CH:41][CH:40]=2)=[CH:31][N:30]=1. (2) Given the reactants [CH2:1]([S:8][C:9]1[NH:10][C:11]([CH3:27])=[C:12]([C:23]([O:25][CH3:26])=[O:24])[CH:13]([C:15]2[CH:20]=[CH:19][C:18]([Cl:21])=[CH:17][C:16]=2[Cl:22])[N:14]=1)[C:2]1[CH:7]=[CH:6][CH:5]=[CH:4][CH:3]=1.C(C1C(=O)C(Cl)=C(Cl)C(=O)C=1C#N)#N, predict the reaction product. The product is: [CH2:1]([S:8][C:9]1[N:14]=[C:13]([C:15]2[CH:20]=[CH:19][C:18]([Cl:21])=[CH:17][C:16]=2[Cl:22])[C:12]([C:23]([O:25][CH3:26])=[O:24])=[C:11]([CH3:27])[N:10]=1)[C:2]1[CH:7]=[CH:6][CH:5]=[CH:4][CH:3]=1. (3) Given the reactants [O:1]=[C:2]1[N:6]([CH2:7][O:8][CH2:9][CH2:10][Si:11]([CH3:14])([CH3:13])[CH3:12])[C:5]2[CH:15]=[CH:16][C:17]([CH:19]([C:21]3[CH:25]=[CH:24][N:23]([C:26]4[N:31]=[CH:30][C:29]([CH:32]([O:34][CH2:35][C:36](OCC)=[O:37])[CH3:33])=[CH:28][CH:27]=4)[N:22]=3)[CH3:20])=[CH:18][C:4]=2[S:3]1.[BH4-].[Li+], predict the reaction product. The product is: [OH:37][CH2:36][CH2:35][O:34][CH:32]([C:29]1[CH:28]=[CH:27][C:26]([N:23]2[CH:24]=[CH:25][C:21]([CH:19]([C:17]3[CH:16]=[CH:15][C:5]4[N:6]([CH2:7][O:8][CH2:9][CH2:10][Si:11]([CH3:12])([CH3:14])[CH3:13])[C:2](=[O:1])[S:3][C:4]=4[CH:18]=3)[CH3:20])=[N:22]2)=[N:31][CH:30]=1)[CH3:33]. (4) Given the reactants [Cl:1][C:2]1[CH:12]=[CH:11][C:10]([Cl:13])=[C:4]2[C:5]([NH:7][C:8](=[O:9])[C:3]=12)=[O:6].[NH3:14], predict the reaction product. The product is: [Cl:1][C:2]1[CH:12]=[CH:11][C:10]([Cl:13])=[C:4]([C:5]([NH2:14])=[O:6])[C:3]=1[C:8]([NH2:7])=[O:9].